Dataset: Reaction yield outcomes from USPTO patents with 853,638 reactions. Task: Predict the reaction yield, written as a fraction of the theoretical maximum amount of product (1.0 means a 100% yield; for example, 0.34 means a 34% yield). (1) The yield is 0.180. The reactants are C([O:8][C:9]1[CH:10]=[C:11]([CH:39]=[CH:40][CH:41]=1)[CH2:12][N:13]1[C:21]2[C:16](=[C:17]([NH:22][C:23]([C:25]3[N:29]4[CH:30]=[CH:31][C:32]([O:34][CH2:35][CH2:36][O:37][CH3:38])=[CH:33][C:28]4=[N:27][CH:26]=3)=[O:24])[CH:18]=[CH:19][CH:20]=2)[CH:15]=[N:14]1)C1C=CC=CC=1. The catalyst is CO.[Pd]. The product is [OH:8][C:9]1[CH:10]=[C:11]([CH:39]=[CH:40][CH:41]=1)[CH2:12][N:13]1[C:21]2[C:16](=[C:17]([NH:22][C:23]([C:25]3[N:29]4[CH:30]=[CH:31][C:32]([O:34][CH2:35][CH2:36][O:37][CH3:38])=[CH:33][C:28]4=[N:27][CH:26]=3)=[O:24])[CH:18]=[CH:19][CH:20]=2)[CH:15]=[N:14]1. (2) The reactants are Cl[C:2]1[CH:3]=[C:4]([CH:8]=[C:9]([O:11][CH3:12])[N:10]=1)[C:5]([OH:7])=[O:6].CC1(C)C(C)(C)OB([C:21]2[CH:33]=[CH:32][C:24]([C:25]([O:27][C:28]([CH3:31])([CH3:30])[CH3:29])=[O:26])=[CH:23][CH:22]=2)O1.O1CCOCC1.C(=O)([O-])[O-].[Na+].[Na+]. The catalyst is O.C1C=CC([P]([Pd]([P](C2C=CC=CC=2)(C2C=CC=CC=2)C2C=CC=CC=2)([P](C2C=CC=CC=2)(C2C=CC=CC=2)C2C=CC=CC=2)[P](C2C=CC=CC=2)(C2C=CC=CC=2)C2C=CC=CC=2)(C2C=CC=CC=2)C2C=CC=CC=2)=CC=1.C(OCC)(=O)C. The product is [C:28]([O:27][C:25]([C:24]1[CH:32]=[CH:33][C:21]([C:2]2[CH:3]=[C:4]([CH:8]=[C:9]([O:11][CH3:12])[N:10]=2)[C:5]([OH:7])=[O:6])=[CH:22][CH:23]=1)=[O:26])([CH3:31])([CH3:29])[CH3:30]. The yield is 0.840.